This data is from Catalyst prediction with 721,799 reactions and 888 catalyst types from USPTO. The task is: Predict which catalyst facilitates the given reaction. Reactant: C([O:3][C:4](=O)[CH:5]=[C:6]([CH2:16][NH:17][C:18]([O:20][C:21]([CH3:24])([CH3:23])[CH3:22])=[O:19])[CH2:7][NH:8][C:9]([O:11][C:12]([CH3:15])([CH3:14])[CH3:13])=[O:10])C.C(=O)=O.CC(C)=O.[H-].C([Al+]CC(C)C)C(C)C. Product: [C:12]([O:11][C:9](=[O:10])[NH:8][CH2:7][C:6]([CH2:16][NH:17][C:18]([O:20][C:21]([CH3:24])([CH3:23])[CH3:22])=[O:19])=[CH:5][CH2:4][OH:3])([CH3:14])([CH3:15])[CH3:13]. The catalyst class is: 7.